From a dataset of NCI-60 drug combinations with 297,098 pairs across 59 cell lines. Regression. Given two drug SMILES strings and cell line genomic features, predict the synergy score measuring deviation from expected non-interaction effect. Drug 1: CC=C1C(=O)NC(C(=O)OC2CC(=O)NC(C(=O)NC(CSSCCC=C2)C(=O)N1)C(C)C)C(C)C. Drug 2: CS(=O)(=O)OCCCCOS(=O)(=O)C. Cell line: HT29. Synergy scores: CSS=48.6, Synergy_ZIP=-0.00672, Synergy_Bliss=0.841, Synergy_Loewe=-43.2, Synergy_HSA=-0.268.